Dataset: Full USPTO retrosynthesis dataset with 1.9M reactions from patents (1976-2016). Task: Predict the reactants needed to synthesize the given product. (1) Given the product [CH3:1][O:2][C:3](=[O:23])[CH:4]([C:6]1[CH:7]=[N:8][CH:9]=[C:10]([C:12]2[CH:17]=[CH:16][C:15]([F:18])=[CH:14][C:13]=2[CH2:19][N:20]([C:27]([CH:24]2[CH2:26][CH2:25]2)=[O:28])[CH2:21][CH3:22])[CH:11]=1)[CH3:5], predict the reactants needed to synthesize it. The reactants are: [CH3:1][O:2][C:3](=[O:23])[CH:4]([C:6]1[CH:7]=[N:8][CH:9]=[C:10]([C:12]2[CH:17]=[CH:16][C:15]([F:18])=[CH:14][C:13]=2[CH2:19][NH:20][CH2:21][CH3:22])[CH:11]=1)[CH3:5].[CH:24]1([C:27](Cl)=[O:28])[CH2:26][CH2:25]1. (2) Given the product [C:1]([O:5][C:6]([N:8]1[CH2:13][CH2:12][CH:11]([CH2:14][O:15][C:13]2[CH:12]=[CH:11][CH:10]=[CH:9][C:28]=2[C:27]([O:30][CH3:31])=[O:29])[CH2:10][CH2:9]1)=[O:7])([CH3:4])([CH3:3])[CH3:2], predict the reactants needed to synthesize it. The reactants are: [C:1]([O:5][C:6]([N:8]1[CH2:13][CH2:12][CH:11]([CH2:14][O:15]S(C)(=O)=O)[CH2:10][CH2:9]1)=[O:7])([CH3:4])([CH3:3])[CH3:2].C(=O)([O-])[O-].[K+].[K+].O.[C:27]([O:30][CH2:31]C)(=[O:29])[CH3:28]. (3) The reactants are: C(N(C(C)C)CC)(C)C.[NH2:10][C:11]1[CH:26]=[CH:25][C:24]([Cl:27])=[CH:23][C:12]=1[C:13]([NH:15][CH2:16][CH:17]1[CH2:22][CH2:21][CH2:20][CH2:19][CH2:18]1)=[O:14].[C:28]1([C:38](O)=[O:39])[C:37]2[C:32](=[CH:33][CH:34]=[CH:35][CH:36]=2)[CH:31]=[CH:30][N:29]=1.CN(C(ON1N=NC2C=CC=NC1=2)=[N+](C)C)C.F[P-](F)(F)(F)(F)F. Given the product [Cl:27][C:24]1[CH:25]=[CH:26][C:11]([NH:10][C:38]([C:28]2[C:37]3[C:32](=[CH:33][CH:34]=[CH:35][CH:36]=3)[CH:31]=[CH:30][N:29]=2)=[O:39])=[C:12]([C:13]([NH:15][CH2:16][CH:17]2[CH2:22][CH2:21][CH2:20][CH2:19][CH2:18]2)=[O:14])[CH:23]=1, predict the reactants needed to synthesize it. (4) Given the product [F:1][C:2]1[N:7]2[CH:8]=[C:9]([CH2:11][OH:12])[N:10]=[C:6]2[CH:5]=[CH:4][CH:3]=1, predict the reactants needed to synthesize it. The reactants are: [F:1][C:2]1[N:7]2[CH:8]=[C:9]([CH:11]=[O:12])[N:10]=[C:6]2[CH:5]=[CH:4][CH:3]=1.[BH4-].[Na+]. (5) Given the product [NH:1]1[C:9]2[C:4](=[CH:5][CH:6]=[CH:7][CH:8]=2)[CH:3]=[C:2]1[C:10]([NH2:15])=[O:12], predict the reactants needed to synthesize it. The reactants are: [NH:1]1[C:9]2[C:4](=[CH:5][CH:6]=[CH:7][CH:8]=2)[CH:3]=[C:2]1[C:10]([O:12]CC)=O.[NH:15]1C2C(=CC=CC=2)C=C1C(OC)=O.CO.C(Cl)Cl. (6) Given the product [CH3:33][C:31]1[NH:30][N:29]=[C:28]([NH:27][C:25]2[CH:24]=[CH:23][N:22]=[C:21]([NH:1][C:2]3[CH:3]=[CH:4][C:5]4[S:9][C:8]([NH:10][C:11](=[O:18])[C:12]5[CH:17]=[CH:16][CH:15]=[CH:14][CH:13]=5)=[N:7][C:6]=4[CH:19]=3)[N:26]=2)[CH:32]=1, predict the reactants needed to synthesize it. The reactants are: [NH2:1][C:2]1[CH:3]=[CH:4][C:5]2[S:9][C:8]([NH:10][C:11](=[O:18])[C:12]3[CH:17]=[CH:16][CH:15]=[CH:14][CH:13]=3)=[N:7][C:6]=2[CH:19]=1.Cl[C:21]1[N:26]=[C:25]([NH:27][C:28]2[CH:32]=[C:31]([CH3:33])[NH:30][N:29]=2)[CH:24]=[CH:23][N:22]=1. (7) Given the product [C:30]1([CH:7]([C:1]2[CH:6]=[CH:5][CH:4]=[CH:3][CH:2]=2)[N:8]2[C:16]3[C:11](=[CH:12][CH:13]=[CH:14][CH:15]=3)[CH:10]([C:17]3[CH:18]=[C:19]4[C:24](=[CH:25][C:26]=3[OH:27])[O:23][CH2:22][CH2:21][CH2:20]4)[C:9]2=[O:29])[CH:35]=[CH:34][CH:33]=[CH:32][CH:31]=1, predict the reactants needed to synthesize it. The reactants are: [C:1]1([CH:7]([C:30]2[CH:35]=[CH:34][CH:33]=[CH:32][CH:31]=2)[N:8]2[C:16]3[C:11](=[CH:12][CH:13]=[CH:14][CH:15]=3)[C:10](O)([C:17]3[CH:18]=[C:19]4[C:24](=[CH:25][C:26]=3[OH:27])[O:23][CH2:22][CH2:21][CH2:20]4)[C:9]2=[O:29])[CH:6]=[CH:5][CH:4]=[CH:3][CH:2]=1.ClC1C=CC=C2C=1C(O)(C1C(O)=CC3OCCC=3C=1)C(=O)N2C(C1C=CC=CC=1)C1C=CC=CC=1. (8) Given the product [O:31]=[C:24]([C:25]1[CH:30]=[CH:29][CH:28]=[CH:27][CH:26]=1)[C:32]([N:11]([CH2:10][CH2:9][C:6]1[CH:5]=[CH:4][C:3]([C:2]([F:1])([F:22])[F:23])=[CH:8][CH:7]=1)[C:12]1[CH:13]=[N:14][C:15]([C:18]([F:21])([F:20])[F:19])=[CH:16][CH:17]=1)=[O:33], predict the reactants needed to synthesize it. The reactants are: [F:1][C:2]([F:23])([F:22])[C:3]1[CH:8]=[CH:7][C:6]([CH2:9][CH2:10][NH:11][C:12]2[CH:13]=[N:14][C:15]([C:18]([F:21])([F:20])[F:19])=[CH:16][CH:17]=2)=[CH:5][CH:4]=1.[C:24]([C:32](O)=[O:33])(=[O:31])[C:25]1[CH:30]=[CH:29][CH:28]=[CH:27][CH:26]=1.C(Cl)CCl. (9) Given the product [CH2:3]([O:10][C:11](=[O:20])[NH:12][C@@H:13]1[CH2:17][C:16](=[O:18])[N:15]([CH2:21][C:22]2[CH:27]=[CH:26][CH:25]=[CH:24][CH:23]=2)[C:14]1=[O:19])[C:4]1[CH:5]=[CH:6][CH:7]=[CH:8][CH:9]=1, predict the reactants needed to synthesize it. The reactants are: [H-].[Na+].[CH2:3]([O:10][C:11](=[O:20])[NH:12][C@@H:13]1[CH2:17][C:16](=[O:18])[NH:15][C:14]1=[O:19])[C:4]1[CH:9]=[CH:8][CH:7]=[CH:6][CH:5]=1.[CH2:21](Br)[C:22]1[CH:27]=[CH:26][CH:25]=[CH:24][CH:23]=1.CN(C=O)C. (10) Given the product [F:42][C:43]1[CH:44]=[C:45]([NH:62][C:37]([C:29]2[C:28](=[O:40])[N:27]([CH3:41])[N:26]([CH3:25])[C:30]=2[C:31]2[CH:32]=[CH:33][CH:34]=[CH:35][CH:36]=2)=[O:39])[CH:46]=[CH:47][C:48]=1[O:49][C:50]1[C:59]2[C:54](=[CH:55][C:56]([O:60][CH3:61])=[CH:57][CH:58]=2)[N:53]=[CH:52][CH:51]=1, predict the reactants needed to synthesize it. The reactants are: CN(C(ON1N=NC2C=CC=NC1=2)=[N+](C)C)C.F[P-](F)(F)(F)(F)F.[CH3:25][N:26]1[C:30]([C:31]2[CH:36]=[CH:35][CH:34]=[CH:33][CH:32]=2)=[C:29]([C:37]([OH:39])=O)[C:28](=[O:40])[N:27]1[CH3:41].[F:42][C:43]1[CH:44]=[C:45]([NH2:62])[CH:46]=[CH:47][C:48]=1[O:49][C:50]1[C:59]2[C:54](=[CH:55][C:56]([O:60][CH3:61])=[CH:57][CH:58]=2)[N:53]=[CH:52][CH:51]=1.C(N(CC)CC)C.